Dataset: Reaction yield outcomes from USPTO patents with 853,638 reactions. Task: Predict the reaction yield, written as a fraction of the theoretical maximum amount of product (1.0 means a 100% yield; for example, 0.34 means a 34% yield). (1) The product is [Cl:1][C:2]1[CH:3]=[C:4]([NH:5][C:32]([NH:43][C:44]2[CH:48]=[C:47]([CH3:49])[O:46][N:45]=2)=[O:34])[CH:6]=[CH:7][C:8]=1[O:9][C:10]1[C:19]2[C:14](=[CH:15][C:16]([O:22][CH3:23])=[C:17]([O:20][CH3:21])[CH:18]=2)[N:13]=[CH:12][N:11]=1. The catalyst is C(Cl)(Cl)Cl.O. The yield is 0.150. The reactants are [Cl:1][C:2]1[CH:3]=[C:4]([CH:6]=[CH:7][C:8]=1[O:9][C:10]1[C:19]2[C:14](=[CH:15][C:16]([O:22][CH3:23])=[C:17]([O:20][CH3:21])[CH:18]=2)[N:13]=[CH:12][N:11]=1)[NH2:5].C(N(CC)CC)C.Cl[C:32](Cl)([O:34]C(=O)OC(Cl)(Cl)Cl)Cl.[NH2:43][C:44]1[CH:48]=[C:47]([CH3:49])[O:46][N:45]=1. (2) The reactants are [C:1]([NH:4][CH2:5][CH2:6][CH2:7][S:8]([O:11][CH2:12][C:13]([CH3:28])([CH3:27])[C@@H:14]([O:19]CC1C=CC=CC=1)[C:15]([O:17][CH3:18])=[O:16])(=[O:10])=[O:9])(=[O:3])[CH3:2]. The catalyst is [Pd].C(O)C. The product is [C:1]([NH:4][CH2:5][CH2:6][CH2:7][S:8]([O:11][CH2:12][C:13]([CH3:28])([CH3:27])[C@@H:14]([OH:19])[C:15]([O:17][CH3:18])=[O:16])(=[O:9])=[O:10])(=[O:3])[CH3:2]. The yield is 0.390.